Predict the product of the given reaction. From a dataset of Forward reaction prediction with 1.9M reactions from USPTO patents (1976-2016). Given the reactants Cl[CH:2]([Cl:4])C.[Br:5][C:6]1[CH:7]=[C:8]([CH:12]=[CH:13][CH:14]=1)[C:9](Cl)=[O:10].[O:15]1CCCOO1, predict the reaction product. The product is: [Br:5][C:6]1[CH:7]=[C:8]([CH:12]=[CH:13][CH:14]=1)[C:9]([O:15][CH2:2][Cl:4])=[O:10].